From a dataset of Full USPTO retrosynthesis dataset with 1.9M reactions from patents (1976-2016). Predict the reactants needed to synthesize the given product. Given the product [Cl:9][C:4]1[C:3]2[NH:10][C:11]([CH:13]3[CH2:17][CH2:16][O:15][CH2:14]3)=[N:1][C:2]=2[CH:7]=[C:6]([OH:8])[CH:5]=1, predict the reactants needed to synthesize it. The reactants are: [NH2:1][C:2]1[CH:7]=[C:6]([OH:8])[CH:5]=[C:4]([Cl:9])[C:3]=1[NH:10][C:11]([CH:13]1[CH2:17][CH2:16][O:15][CH2:14]1)=O.O.C1(C)C=CC(S(O)(=O)=O)=CC=1.